This data is from Full USPTO retrosynthesis dataset with 1.9M reactions from patents (1976-2016). The task is: Predict the reactants needed to synthesize the given product. (1) The reactants are: [C:1]([N:5]1[C:9]([C:10]([F:13])([F:12])[F:11])=[C:8]([NH:14][C:15]([NH:17][C:18]2[CH:23]=[C:22]([C:24]3[C:35](=[O:36])[N:34]([CH3:37])[C:27]4[N:28]=[C:29](SC)[N:30]=[CH:31][C:26]=4[CH:25]=3)[C:21]([CH3:38])=[CH:20][C:19]=2[F:39])=[O:16])[CH:7]=[N:6]1)([CH3:4])([CH3:3])[CH3:2].C1C=C(Cl)C=C(C(OO)=O)C=1.[CH3:51][NH2:52]. Given the product [C:1]([N:5]1[C:9]([C:10]([F:13])([F:12])[F:11])=[C:8]([NH:14][C:15]([NH:17][C:18]2[CH:23]=[C:22]([C:24]3[C:35](=[O:36])[N:34]([CH3:37])[C:27]4[N:28]=[C:29]([NH:52][CH3:51])[N:30]=[CH:31][C:26]=4[CH:25]=3)[C:21]([CH3:38])=[CH:20][C:19]=2[F:39])=[O:16])[CH:7]=[N:6]1)([CH3:4])([CH3:3])[CH3:2], predict the reactants needed to synthesize it. (2) Given the product [CH3:1][C:2]([CH3:7])([CH2:5][O:6][Si:12]([CH3:14])([CH3:13])[CH3:11])[CH2:3][O:4][Si:12]([CH3:14])([CH3:13])[CH3:11], predict the reactants needed to synthesize it. The reactants are: [CH3:1][C:2]([CH3:7])([CH2:5][OH:6])[CH2:3][OH:4].ClCCl.[CH3:11][Si:12](Cl)([CH3:14])[CH3:13]. (3) Given the product [C:1]([O:4][CH2:5][CH2:6][CH2:7][CH2:8][CH2:9][CH2:10][CH2:11][CH2:12][CH2:13][CH2:14][CH2:15][CH2:16][CH2:17][CH2:18][CH2:19][CH2:20][CH2:21][OH:22])(=[O:3])[CH3:2], predict the reactants needed to synthesize it. The reactants are: [C:1]([O:4][CH2:5][CH2:6][CH2:7][CH2:8][CH2:9][CH2:10][CH2:11][CH2:12][CH2:13][CH2:14][CH2:15][CH2:16][CH2:17][CH2:18][CH2:19][CH2:20][CH2:21][O:22]C1CCCCO1)(=[O:3])[CH3:2].CC1C=CC(S([O-])(=O)=O)=CC=1.C1C=C[NH+]=CC=1.